From a dataset of Catalyst prediction with 721,799 reactions and 888 catalyst types from USPTO. Predict which catalyst facilitates the given reaction. (1) Reactant: [CH:1]1[C:6]([Cl:7])=[CH:5][CH:4]=[C:3]([Cl:8])[CH:2]=1.[Al+3].[Cl-].[Cl-].[Cl-].[C:13](Cl)(=[O:15])[CH3:14]. Product: [CH3:14][C:13]([C:4]1[CH:5]=[C:6]([Cl:7])[CH:1]=[CH:2][C:3]=1[Cl:8])=[O:15]. The catalyst class is: 6. (2) Reactant: [Cl:1][C:2]1[CH:3]=[C:4]([C:8]2[CH:9]=[CH:10][C:11]3[CH2:17][CH2:16][CH2:15][CH2:14][NH:13][C:12]=3[N:18]=2)[CH:5]=[CH:6][CH:7]=1.ClC(Cl)(O[C:23](=[O:29])OC(Cl)(Cl)Cl)Cl.C(N(CC)CC)C.[N:38]1[CH:43]=[CH:42][C:41]([NH2:44])=[CH:40][CH:39]=1. Product: [Cl:1][C:2]1[CH:3]=[C:4]([C:8]2[CH:9]=[CH:10][C:11]3[CH2:17][CH2:16][CH2:15][CH2:14][N:13]([C:23]([NH:44][C:41]4[CH:42]=[CH:43][N:38]=[CH:39][CH:40]=4)=[O:29])[C:12]=3[N:18]=2)[CH:5]=[CH:6][CH:7]=1. The catalyst class is: 1. (3) Reactant: [F:1][C:2]([F:24])([F:23])[C:3]([C:6]1[CH:11]=[CH:10][C:9]([O:12][CH3:13])=[CH:8][C:7]=1[CH2:14][CH2:15][O:16]C1CCCCO1)(O)[CH3:4].Cl. Product: [CH3:13][O:12][C:9]1[CH:8]=[C:7]2[C:6](=[CH:11][CH:10]=1)[C:3]([CH3:4])([C:2]([F:1])([F:23])[F:24])[O:16][CH2:15][CH2:14]2. The catalyst class is: 6. (4) Reactant: [CH2:1]([O:8][CH2:9][CH2:10][C:11]1([C:25]2[CH:30]=[CH:29][C:28]([O:31][CH3:32])=[CH:27][CH:26]=2)[CH2:17][CH2:16][CH2:15][C:14]2[CH:18]=[C:19]([O:22][CH3:23])[CH:20]=[CH:21][C:13]=2[C:12]1=[O:24])[C:2]1[CH:7]=[CH:6][CH:5]=[CH:4][CH:3]=1.CO.O1CCCC1.[BH4-].[Na+]. Product: [CH2:1]([O:8][CH2:9][CH2:10][C:11]1([C:25]2[CH:26]=[CH:27][C:28]([O:31][CH3:32])=[CH:29][CH:30]=2)[CH2:17][CH2:16][CH2:15][C:14]2[CH:18]=[C:19]([O:22][CH3:23])[CH:20]=[CH:21][C:13]=2[CH:12]1[OH:24])[C:2]1[CH:3]=[CH:4][CH:5]=[CH:6][CH:7]=1. The catalyst class is: 6. (5) Reactant: [H-].[Al+3].[Li+].[H-].[H-].[H-].C1COCC1.[CH3:12][O:13][C:14]1[CH:15]=[C:16]([CH:26]=[CH:27][CH:28]=1)[O:17][C:18]1[CH:19]=[C:20]([CH:23]=[CH:24][CH:25]=1)[C:21]#[N:22].[OH-].[Na+]. Product: [CH3:12][O:13][C:14]1[CH:15]=[C:16]([CH:26]=[CH:27][CH:28]=1)[O:17][C:18]1[CH:19]=[C:20]([CH:23]=[CH:24][CH:25]=1)[CH2:21][NH2:22]. The catalyst class is: 6. (6) Reactant: [NH2:1][C:2]1[CH:7]=[CH:6][C:5]([CH2:8][CH2:9][C:10]2[N:11]=[C:12]([NH:15][C:16](=[O:18])[CH3:17])[S:13][CH:14]=2)=[CH:4][CH:3]=1.Br[CH2:20][CH2:21][NH:22][C:23](=[O:29])[O:24][C:25]([CH3:28])([CH3:27])[CH3:26].C(N(CC)C(C)C)(C)C.O. Product: [C:16]([NH:15][C:12]1[S:13][CH:14]=[C:10]([CH2:9][CH2:8][C:5]2[CH:6]=[CH:7][C:2]([NH:1][CH2:20][CH2:21][NH:22][C:23](=[O:29])[O:24][C:25]([CH3:28])([CH3:27])[CH3:26])=[CH:3][CH:4]=2)[N:11]=1)(=[O:18])[CH3:17]. The catalyst class is: 11. (7) The catalyst class is: 12. Reactant: [F:1][C:2]1[CH:3]=[C:4]2[C:9](=[CH:10][CH:11]=1)[CH:8]=[C:7](C(O)=O)[CH:6]=[CH:5]2.C([N:17]([CH2:20]C)CC)C.C1C=CC(P(N=[N+]=[N-])(C2C=CC=CC=2)=[O:29])=CC=1.[CH2:39]([OH:41])[CH3:40]. Product: [CH2:39]([O:41][C:20](=[O:29])[NH:17][C:7]1[CH:6]=[CH:5][C:4]2[C:9](=[CH:10][CH:11]=[C:2]([F:1])[CH:3]=2)[CH:8]=1)[CH3:40].